From a dataset of Catalyst prediction with 721,799 reactions and 888 catalyst types from USPTO. Predict which catalyst facilitates the given reaction. (1) Product: [ClH:56].[ClH:56].[NH2:32][C:18]([CH2:40][CH2:41][N:42]1[CH2:47][CH2:46][CH:45]([CH2:48][C:49]2[CH:54]=[CH:53][CH:52]=[CH:51][CH:50]=2)[CH2:44][CH2:43]1)([CH2:19][CH2:20][CH2:21][CH2:22][B:23]([OH:27])[OH:24])[C:17]([OH:55])=[O:16]. The catalyst class is: 6. Reactant: C(C1CCNCC1)C1C=CC=CC=1.C([O:16][C:17](=[O:55])[C:18]([CH2:40][CH2:41][N:42]1[CH2:47][CH2:46][CH:45]([CH2:48][C:49]2[CH:54]=[CH:53][CH:52]=[CH:51][CH:50]=2)[CH2:44][CH2:43]1)([NH:32]C(OC(C)(C)C)=O)[CH2:19][CH2:20][CH2:21][CH2:22][B:23]1[O:27]C(C)(C)C(C)(C)[O:24]1)C.[ClH:56]. (2) Reactant: C[O:2][C:3](=[O:28])[CH:4]([N:11]1[C:16](=[O:17])[CH:15]=[C:14]([O:18][C:19]2[CH:24]=[CH:23][CH:22]=[CH:21][C:20]=2[CH2:25][CH2:26][OH:27])[CH:13]=[N:12]1)[CH2:5][CH:6]1[CH2:10][CH2:9][CH2:8][CH2:7]1.Cl. Product: [CH:6]1([CH2:5][CH:4]([N:11]2[C:16](=[O:17])[CH:15]=[C:14]([O:18][C:19]3[CH:24]=[CH:23][CH:22]=[CH:21][C:20]=3[CH2:25][CH2:26][OH:27])[CH:13]=[N:12]2)[C:3]([OH:28])=[O:2])[CH2:10][CH2:9][CH2:8][CH2:7]1. The catalyst class is: 12. (3) Reactant: [CH2:1]([C:3]1[C:4]([C:33]2[CH:38]=[CH:37][CH:36]=[CH:35][CH:34]=2)=[C:5]([O:15][C:16]2[CH:21]=[CH:20][C:19](/[CH:22]=[CH:23]/[C:24]([N:26]3[CH2:31][CH2:30][N:29]([CH3:32])[CH2:28][CH2:27]3)=[O:25])=[CH:18][CH:17]=2)[C:6]2[C:11]([CH:12]=1)=[CH:10][C:9]([O:13]C)=[CH:8][CH:7]=2)[CH3:2].B(Br)(Br)Br.C([O-])(O)=O.[Na+]. Product: [CH2:1]([C:3]1[CH:12]=[C:11]2[C:6]([CH:7]=[CH:8][C:9]([OH:13])=[CH:10]2)=[C:5]([O:15][C:16]2[CH:17]=[CH:18][C:19](/[CH:22]=[CH:23]/[C:24]([N:26]3[CH2:31][CH2:30][N:29]([CH3:32])[CH2:28][CH2:27]3)=[O:25])=[CH:20][CH:21]=2)[C:4]=1[C:33]1[CH:38]=[CH:37][CH:36]=[CH:35][CH:34]=1)[CH3:2]. The catalyst class is: 2. (4) The catalyst class is: 207. Reactant: [NH2:1][C:2]1([CH3:17])[C:6]2([CH2:8][CH2:7]2)[C:5](=O)[N:4]([CH2:10][C:11]2[CH:16]=[CH:15][CH:14]=[CH:13][CH:12]=2)[CH2:3]1.[H-].[Al+3].[Li+].[H-].[H-].[H-].O.[OH-].[Na+]. Product: [NH2:1][C:2]1([CH3:17])[C:6]2([CH2:8][CH2:7]2)[CH2:5][N:4]([CH2:10][C:11]2[CH:16]=[CH:15][CH:14]=[CH:13][CH:12]=2)[CH2:3]1.